From a dataset of Reaction yield outcomes from USPTO patents with 853,638 reactions. Predict the reaction yield, written as a fraction of the theoretical maximum amount of product (1.0 means a 100% yield; for example, 0.34 means a 34% yield). (1) The catalyst is ClCCl. The reactants are [NH2:1][C@H:2]1[C@@H:7]2[C@@H:5]([C@H:6]2[C:8]([O:10][C:11]([CH3:14])([CH3:13])[CH3:12])=[O:9])[C@:4]([NH:22][C:23]([O:25][C:26]([CH3:29])([CH3:28])[CH3:27])=[O:24])([C:15]([O:17][C:18]([CH3:21])([CH3:20])[CH3:19])=[O:16])[C@@H:3]1[CH2:30][S:31][C:32]1[CH:37]=[CH:36][C:35]([F:38])=[C:34]([CH3:39])[CH:33]=1.C(N(CC)CC)C.[C:47](Cl)(=[O:49])[CH3:48]. The yield is 0.621. The product is [C:47]([NH:1][C@H:2]1[C@@H:7]2[C@@H:5]([C@H:6]2[C:8]([O:10][C:11]([CH3:12])([CH3:13])[CH3:14])=[O:9])[C@:4]([NH:22][C:23]([O:25][C:26]([CH3:27])([CH3:28])[CH3:29])=[O:24])([C:15]([O:17][C:18]([CH3:21])([CH3:19])[CH3:20])=[O:16])[C@@H:3]1[CH2:30][S:31][C:32]1[CH:37]=[CH:36][C:35]([F:38])=[C:34]([CH3:39])[CH:33]=1)(=[O:49])[CH3:48]. (2) The reactants are [Cl:1][C:2]1[C:3]2[CH:13]=[CH:12][CH:11]=[CH:10][C:4]=2[S:5][C:6]=1[C:7](O)=[O:8].[H-].[H-].[H-].[H-].[Li+].[Al+3]. The catalyst is C1COCC1. The product is [Cl:1][C:2]1[C:3]2[CH:13]=[CH:12][CH:11]=[CH:10][C:4]=2[S:5][C:6]=1[CH2:7][OH:8]. The yield is 0.460. (3) The reactants are [C:1]([C:3]1[CH:4]=[C:5]([C:13]2[O:17][N:16]=[C:15]([C:18]3[C:19]([CH3:35])=[C:20]4[C:25](=[CH:26][CH:27]=3)[CH2:24][N:23](C(OC(C)(C)C)=O)[CH2:22][CH2:21]4)[N:14]=2)[CH:6]=[N:7][C:8]=1[NH:9][CH:10]([CH3:12])[CH3:11])#[N:2].[ClH:36]. The catalyst is O1CCOCC1. The product is [ClH:36].[CH3:12][CH:10]([NH:9][C:8]1[C:3]([C:1]#[N:2])=[CH:4][C:5]([C:13]2[O:17][N:16]=[C:15]([C:18]3[C:19]([CH3:35])=[C:20]4[C:25](=[CH:26][CH:27]=3)[CH2:24][NH:23][CH2:22][CH2:21]4)[N:14]=2)=[CH:6][N:7]=1)[CH3:11]. The yield is 1.00. (4) The reactants are [NH2:1][C:2]1[N:7]=[CH:6][C:5]([C:8]2[CH:13]=[CH:12][C:11]([N:14]3[C@@H:18]([C:19]4[CH:24]=[CH:23][CH:22]=[CH:21][CH:20]=4)[C:17]([CH3:26])([CH3:25])[O:16][C:15]3=[O:27])=[CH:10][CH:9]=2)=[CH:4][C:3]=1Br.C([O-])(=O)C.[K+].[CH3:34][C:35]1([CH3:51])[C:39]([CH3:41])([CH3:40])[O:38][B:37]([B:37]2[O:38][C:39]([CH3:41])([CH3:40])[C:35]([CH3:51])([CH3:34])[O:36]2)[O:36]1. The catalyst is O1CCOCC1. The product is [NH2:1][C:2]1[N:7]=[CH:6][C:5]([C:8]2[CH:13]=[CH:12][C:11]([N:14]3[C@@H:18]([C:19]4[CH:24]=[CH:23][CH:22]=[CH:21][CH:20]=4)[C:17]([CH3:26])([CH3:25])[O:16][C:15]3=[O:27])=[CH:10][CH:9]=2)=[CH:4][C:3]=1[B:37]1[O:38][C:39]([CH3:41])([CH3:40])[C:35]([CH3:51])([CH3:34])[O:36]1. The yield is 0.587. (5) The yield is 1.00. The reactants are [OH:1][C:2]1[CH:11]=[C:10]([C:12]([O:14][CH3:15])=[O:13])[CH:9]=[CH:8][C:3]=1[C:4]([O:6][CH3:7])=[O:5].O[CH2:17][CH2:18][NH:19][C:20](=[O:26])[O:21][C:22]([CH3:25])([CH3:24])[CH3:23].C1(P(C2C=CC=CC=2)C2C=CC=CC=2)C=CC=CC=1.CCOC(/N=N/C(OCC)=O)=O. The product is [C:22]([O:21][C:20]([NH:19][CH2:18][CH2:17][O:1][C:2]1[CH:11]=[C:10]([C:12]([O:14][CH3:15])=[O:13])[CH:9]=[CH:8][C:3]=1[C:4]([O:6][CH3:7])=[O:5])=[O:26])([CH3:25])([CH3:24])[CH3:23]. The catalyst is C1COCC1. (6) The reactants are [CH3:1][N:2]([C:11]1[CH:12]=[CH:13][CH:14]=[C:15]2[C:19]=1[NH:18][C:17]([C:20]1[S:21][C:22]3([CH2:29][CH2:28][NH:27][CH2:26][CH2:25]3)[CH2:23][N:24]=1)=[CH:16]2)[S:3]([C:6]1[S:7][CH:8]=[CH:9][CH:10]=1)(=[O:5])=[O:4].[CH3:30][N:31]1[CH:35]=[CH:34][N:33]=[C:32]1[CH:36]=O.C(O[BH-](OC(=O)C)OC(=O)C)(=O)C.[Na+].O. The catalyst is O1CCCC1. The product is [CH3:1][N:2]([C:11]1[CH:12]=[CH:13][CH:14]=[C:15]2[C:19]=1[NH:18][C:17]([C:20]1[S:21][C:22]3([CH2:29][CH2:28][N:27]([CH2:36][C:32]4[N:31]([CH3:30])[CH:35]=[CH:34][N:33]=4)[CH2:26][CH2:25]3)[CH2:23][N:24]=1)=[CH:16]2)[S:3]([C:6]1[S:7][CH:8]=[CH:9][CH:10]=1)(=[O:4])=[O:5]. The yield is 0.120. (7) The yield is 0.390. The product is [CH:1]1([CH:7]([NH:28][C:29]2[CH:30]=[CH:31][C:32]([C:35]([N:37]([CH3:45])[CH2:38][CH2:39][C:40]([OH:42])=[O:41])=[O:36])=[CH:33][CH:34]=2)[C:9]2[C:10]([CH2:25][O:26][CH3:27])=[N:11][N:12]([C:14]3[CH:19]=[CH:18][C:17]([O:20][C:21]([F:24])([F:23])[F:22])=[CH:16][CH:15]=3)[CH:13]=2)[CH2:6][CH2:5][CH2:4][CH2:3][CH2:2]1. No catalyst specified. The reactants are [CH:1]1([CH:7]([C:9]2[C:10]([CH2:25][O:26][CH3:27])=[N:11][N:12]([C:14]3[CH:19]=[CH:18][C:17]([O:20][C:21]([F:24])([F:23])[F:22])=[CH:16][CH:15]=3)[CH:13]=2)O)[CH2:6][CH2:5][CH2:4][CH2:3][CH2:2]1.[NH2:28][C:29]1[CH:34]=[CH:33][C:32]([C:35]([N:37]([CH3:45])[CH2:38][CH2:39][C:40]([O:42]CC)=[O:41])=[O:36])=[CH:31][CH:30]=1. (8) The reactants are [CH3:1][O:2][C:3]1[CH:4]=[C:5]2[C:13](=O)[C:12]([C:15]3[CH:16]=[CH:17][C:18]([OH:21])=[CH:19][CH:20]=3)=[CH:11][O:10][C:6]2=[CH:7][C:8]=1[OH:9]. The catalyst is C(O)C.[Pd]. The product is [OH:9][C:8]1[CH:7]=[C:6]2[C:5]([CH2:13][CH:12]([C:15]3[CH:16]=[CH:17][C:18]([OH:21])=[CH:19][CH:20]=3)[CH2:11][O:10]2)=[CH:4][C:3]=1[O:2][CH3:1]. The yield is 0.900. (9) The reactants are [Br:1][C:2]1[CH:3]=[C:4]([S:8]([C:11]2[N:15]([C:16]3[C:17]([F:22])=[N:18][CH:19]=[CH:20][CH:21]=3)[N:14]=[C:13]([CH2:23][OH:24])[CH:12]=2)(=[O:10])=[O:9])[CH:5]=[CH:6][CH:7]=1. The catalyst is C1(C)C=CC=CC=1.[O-2].[O-2].[Mn+4]. The product is [Br:1][C:2]1[CH:3]=[C:4]([S:8]([C:11]2[N:15]([C:16]3[C:17]([F:22])=[N:18][CH:19]=[CH:20][CH:21]=3)[N:14]=[C:13]([CH:23]=[O:24])[CH:12]=2)(=[O:9])=[O:10])[CH:5]=[CH:6][CH:7]=1. The yield is 0.760. (10) The reactants are C1CCC(N=C=NC2CCCCC2)CC1.Cl.[F:17][C:18]1[CH:19]=[C:20]([CH:24]([NH:28][C:29]2[CH:34]=[CH:33][CH:32]=[CH:31][CH:30]=2)[C:25]([OH:27])=[O:26])[CH:21]=[CH:22][CH:23]=1.C1C=CC2N(O)N=NC=2C=1.[N:45]12[CH2:52][CH2:51][CH:48]([CH2:49][CH2:50]1)[C@@H:47](O)[CH2:46]2. The catalyst is C1COCC1. The product is [N:45]12[CH2:52][CH2:51][CH:48]([CH2:49][CH2:50]1)[C@@H:47]([O:26][C:25](=[O:27])[CH:24]([C:20]1[CH:21]=[CH:22][CH:23]=[C:18]([F:17])[CH:19]=1)[NH:28][C:29]1[CH:34]=[CH:33][CH:32]=[CH:31][CH:30]=1)[CH2:46]2. The yield is 0.560.